From a dataset of M1 muscarinic receptor antagonist screen with 61,756 compounds. Binary Classification. Given a drug SMILES string, predict its activity (active/inactive) in a high-throughput screening assay against a specified biological target. (1) The molecule is O(CC(C)C)c1ccc(cc1)c1oc(nn1)c1ccncc1. The result is 0 (inactive). (2) The drug is O=C1CC(CC(=O)/C1=C\NCCCCCC)(C)C. The result is 0 (inactive). (3) The drug is O(CCOCC#CCN(C)C)CCC#N. The result is 0 (inactive). (4) The molecule is s1c(nnc1NC(=O)c1cc(OC)c(OC)cc1)CCOCC. The result is 0 (inactive). (5) The drug is Clc1c(NC(=O)c2c(OC)nc(OC)cc2)cc(Cl)cc1. The result is 0 (inactive). (6) The drug is S(c1oc(nn1)c1cc(cc(c1)C)C)CC(=O)NC. The result is 0 (inactive). (7) The drug is OC(Cn1c2c(CCCC2=O)c2c1ccc(c2)C)Cn1c2c(nc1C)cccc2. The result is 0 (inactive).